The task is: Predict the reactants needed to synthesize the given product.. This data is from Full USPTO retrosynthesis dataset with 1.9M reactions from patents (1976-2016). (1) Given the product [F:14][C:2]([F:1])([F:13])[C:3]1[CH:8]=[CH:7][CH:6]=[CH:5][C:4]=1[S:9]([O-:12])(=[O:11])=[O:10].[CH:57]([O:59][CH2:60][CH2:61][O:15][C:16]1[CH:21]=[CH:20][C:19]([S+:22]([C:33]2[CH:34]=[CH:35][C:36]([C:39]([CH3:42])([CH3:41])[CH3:40])=[CH:37][CH:38]=2)[C:23]2[CH:28]=[CH:27][C:26]([C:29]([CH3:32])([CH3:31])[CH3:30])=[CH:25][CH:24]=2)=[CH:18][CH:17]=1)=[CH2:58], predict the reactants needed to synthesize it. The reactants are: [F:1][C:2]([F:14])([F:13])[C:3]1[CH:8]=[CH:7][CH:6]=[CH:5][C:4]=1[S:9]([O-:12])(=[O:11])=[O:10].[OH:15][C:16]1[CH:21]=[CH:20][C:19]([S+:22]([C:33]2[CH:38]=[CH:37][C:36]([C:39]([CH3:42])([CH3:41])[CH3:40])=[CH:35][CH:34]=2)[C:23]2[CH:28]=[CH:27][C:26]([C:29]([CH3:32])([CH3:31])[CH3:30])=[CH:25][CH:24]=2)=[CH:18][CH:17]=1.C(=O)([O-])[O-].[K+].[K+].CN(C)CCN(C)C.[CH:57]([O:59][CH2:60][CH2:61]Cl)=[CH2:58]. (2) Given the product [CH2:12]([N:11]([CH2:10][C@H:9]([NH:8][C:45]([O:56][CH2:57][C:58]1[S:62][CH:61]=[N:60][CH:59]=1)=[O:63])[CH2:31][C:32]1[CH:33]=[CH:34][CH:35]=[CH:36][CH:37]=1)[CH2:14][C@@H:15]([NH:23][C:24]([O:26][CH2:27][C:28]1[S:62][CH:61]=[N:60][CH:59]=1)=[O:25])[CH2:16][C:17]1[CH:22]=[CH:21][CH:20]=[CH:19][CH:18]=1)[CH3:13], predict the reactants needed to synthesize it. The reactants are: C(OC([NH:8][C@H:9]([CH2:31][C:32]1[CH:37]=[CH:36][CH:35]=[CH:34][CH:33]=1)[CH2:10][N:11]([CH2:14][C@@H:15]([NH:23][C:24]([O:26][C:27](C)(C)[CH3:28])=[O:25])[CH2:16][C:17]1[CH:22]=[CH:21][CH:20]=[CH:19][CH:18]=1)[CH2:12][CH3:13])=O)(C)(C)C.FC(F)(F)C(O)=O.[C:45](=[O:63])([O:56][CH2:57][C:58]1[S:62][CH:61]=[N:60][CH:59]=1)OC1C=CC([N+]([O-])=O)=CC=1. (3) The reactants are: Br[C:2]1[CH:3]=[C:4]2[C:9](=[CH:10][CH:11]=1)[CH:8]=[C:7]([O:12][CH2:13][CH2:14][N:15]1[CH2:19][CH2:18][CH2:17][CH2:16]1)[CH:6]=[CH:5]2.CC1(C)C(C)(C)OB([C:28]2[CH:29]=[N:30][CH:31]=[CH:32][CH:33]=2)O1. Given the product [N:15]1([CH2:14][CH2:13][O:12][C:7]2[CH:8]=[C:9]3[C:4](=[CH:5][CH:6]=2)[CH:3]=[C:2]([C:28]2[CH:29]=[N:30][CH:31]=[CH:32][CH:33]=2)[CH:11]=[CH:10]3)[CH2:19][CH2:18][CH2:17][CH2:16]1, predict the reactants needed to synthesize it. (4) Given the product [Cl:17][C:6]1[N:5]=[C:4]([N:18]2[CH2:23][CH2:22][O:21][CH2:20][CH2:19]2)[N:3]=[C:2]([NH:36][S:33]([CH2:32][CH2:31][C:25]2[CH:30]=[CH:29][CH:28]=[CH:27][CH:26]=2)(=[O:34])=[O:35])[C:7]=1[O:8][C:9]1[CH:14]=[CH:13][CH:12]=[C:11]([O:15][CH3:16])[CH:10]=1, predict the reactants needed to synthesize it. The reactants are: Cl[C:2]1[C:7]([O:8][C:9]2[CH:14]=[CH:13][CH:12]=[C:11]([O:15][CH3:16])[CH:10]=2)=[C:6]([Cl:17])[N:5]=[C:4]([N:18]2[CH2:23][CH2:22][O:21][CH2:20][CH2:19]2)[N:3]=1.[K].[C:25]1([CH2:31][CH2:32][S:33]([NH2:36])(=[O:35])=[O:34])[CH:30]=[CH:29][CH:28]=[CH:27][CH:26]=1. (5) Given the product [CH2:27]([C:29]1[CH:35]=[CH:34][C:32]([N:33]2[CH2:13][CH2:12][C:6]3([CH2:7][CH2:8][N:9]([S:23]([C:18]4[CH:19]=[CH:20][CH:21]=[CH:22][C:17]=4[I:16])(=[O:25])=[O:24])[CH2:10][CH2:11]3)[C:4]2=[O:5])=[CH:31][CH:30]=1)[CH3:28], predict the reactants needed to synthesize it. The reactants are: C(O[C:4]([C:6]1([CH2:12][CH2:13]OC)[CH2:11][CH2:10][NH:9][CH2:8][CH2:7]1)=[O:5])C.[I:16][C:17]1[CH:22]=[CH:21][CH:20]=[CH:19][C:18]=1[S:23](Cl)(=[O:25])=[O:24].[CH2:27]([C:29]1[CH:35]=[CH:34][C:32]([NH2:33])=[CH:31][CH:30]=1)[CH3:28]. (6) Given the product [Br:1][C:2]1[CH:3]=[C:4]([CH:9]=[C:10]([B:13]2[O:17][C:16]([CH3:19])([CH3:18])[C:15]([CH3:21])([CH3:20])[O:14]2)[CH:11]=1)[C:5]([O:7][CH3:8])=[O:6], predict the reactants needed to synthesize it. The reactants are: [Br:1][C:2]1[CH:3]=[C:4]([CH:9]=[C:10](I)[CH:11]=1)[C:5]([O:7][CH3:8])=[O:6].[B:13]1([B:13]2[O:17][C:16]([CH3:19])([CH3:18])[C:15]([CH3:21])([CH3:20])[O:14]2)[O:17][C:16]([CH3:19])([CH3:18])[C:15]([CH3:21])([CH3:20])[O:14]1.C([O-])(=O)C.[K+]. (7) Given the product [CH2:1]([N:8]1[CH2:12][CH2:11][C:10]2([C:20]3[C:15](=[CH:16][CH:17]=[CH:18][C:19]=3[CH2:21][NH2:22])[N:14]([CH2:23][C:24]3[CH:29]=[CH:28][C:27]([O:30][CH3:31])=[CH:26][CH:25]=3)[CH2:13]2)[CH2:9]1)[C:2]1[CH:7]=[CH:6][CH:5]=[CH:4][CH:3]=1, predict the reactants needed to synthesize it. The reactants are: [CH2:1]([N:8]1[CH2:12][CH2:11][C:10]2([C:20]3[C:19]([C:21]#[N:22])=[CH:18][CH:17]=[CH:16][C:15]=3[N:14]([CH2:23][C:24]3[CH:29]=[CH:28][C:27]([O:30][CH3:31])=[CH:26][CH:25]=3)[C:13]2=O)[CH2:9]1)[C:2]1[CH:7]=[CH:6][CH:5]=[CH:4][CH:3]=1.[H-].[H-].[H-].[H-].[Li+].[Al+3].